Dataset: Forward reaction prediction with 1.9M reactions from USPTO patents (1976-2016). Task: Predict the product of the given reaction. Given the reactants [S-2:1].[Na+].[Na+].[S].Cl[CH2:6][CH2:7][CH2:8][Si:9]([O:16][CH2:17][CH3:18])([O:13][CH2:14][CH3:15])[O:10][CH2:11][CH3:12], predict the reaction product. The product is: [CH2:11]([O:10][Si:9]([CH2:8][CH2:7][CH2:6][S:1][S:1][CH2:6][CH2:7][CH2:8][Si:9]([O:16][CH2:17][CH3:18])([O:10][CH2:11][CH3:12])[O:13][CH2:14][CH3:15])([O:16][CH2:17][CH3:18])[O:13][CH2:14][CH3:15])[CH3:12].